Dataset: Forward reaction prediction with 1.9M reactions from USPTO patents (1976-2016). Task: Predict the product of the given reaction. (1) Given the reactants Br[CH2:2][CH2:3][O:4][CH2:5][C:6]1[CH:11]=[CH:10][CH:9]=[CH:8][CH:7]=1.[CH3:12][O:13][C:14]1[CH:24]=[CH:23][C:17]([O:18][CH2:19][CH:20]([OH:22])[CH3:21])=[CH:16][CH:15]=1.[OH-].[Na+], predict the reaction product. The product is: [CH2:5]([O:4][CH2:3][CH2:2][O:22][CH:20]([CH3:21])[CH2:19][O:18][C:17]1[CH:23]=[CH:24][C:14]([O:13][CH3:12])=[CH:15][CH:16]=1)[C:6]1[CH:11]=[CH:10][CH:9]=[CH:8][CH:7]=1. (2) Given the reactants [N+:1]([CH3:4])([O-:3])=[O:2].[CH2:5]([O:12][CH2:13][CH:14]([O:16][C:17]1[CH:18]=[C:19]([CH:22]=[CH:23][CH:24]=1)[CH:20]=[O:21])[CH3:15])[C:6]1[CH:11]=[CH:10][CH:9]=[CH:8][CH:7]=1, predict the reaction product. The product is: [CH2:5]([O:12][CH2:13][CH:14]([O:16][C:17]1[CH:18]=[C:19]([C@H:20]([OH:21])[CH2:4][N+:1]([O-:3])=[O:2])[CH:22]=[CH:23][CH:24]=1)[CH3:15])[C:6]1[CH:7]=[CH:8][CH:9]=[CH:10][CH:11]=1. (3) Given the reactants C(OC(=O)[NH:7][C@@H:8]([CH3:21])[CH2:9][N:10]1[C:18]2[C:13](=[CH:14][C:15]([C:19]#[N:20])=[CH:16][CH:17]=2)[CH:12]=[CH:11]1)(C)(C)C.Cl, predict the reaction product. The product is: [C:19]([C:15]1[CH:14]=[C:13]2[C:18](=[CH:17][CH:16]=1)[N:10]([CH2:9][C@@H:8]([NH2:7])[CH3:21])[CH:11]=[CH:12]2)#[N:20]. (4) Given the reactants Br[C:2]1[CH:7]=[CH:6][C:5]([CH2:8][CH2:9][O:10][CH2:11][O:12][CH3:13])=[CH:4][CH:3]=1.CCCCCC.C([Li])CCC.CN(C)[CH:27]=[O:28].[Cl-].[NH4+], predict the reaction product. The product is: [CH3:13][O:12][CH2:11][O:10][CH2:9][CH2:8][C:5]1[CH:6]=[CH:7][C:2]([CH:27]=[O:28])=[CH:3][CH:4]=1. (5) The product is: [OH:12][CH2:11][CH2:10][S:8][C:5]1[CH:6]=[CH:7][C:2]([OH:1])=[CH:3][CH:4]=1. Given the reactants [OH:1][C:2]1[CH:7]=[CH:6][C:5]([SH:8])=[CH:4][CH:3]=1.Br[CH2:10][CH2:11][OH:12].C([O-])([O-])=O.[K+].[K+], predict the reaction product. (6) Given the reactants CC1(C)OC(=O)[CH:5]([CH2:9][C@@H:10]([NH:22][C:23](=[O:29])[O:24][C:25]([CH3:28])([CH3:27])[CH3:26])[CH2:11][C:12]2[CH:17]=[CH:16][C:15]([C:18]([F:21])([F:20])[F:19])=[CH:14][CH:13]=2)[C:4](=O)[O:3]1.CCCCCC, predict the reaction product. The product is: [F:19][C:18]([F:20])([F:21])[C:15]1[CH:16]=[CH:17][C:12]([CH2:11][C@H:10]2[CH2:9][CH2:5][C:4](=[O:3])[N:22]2[C:23]([O:24][C:25]([CH3:28])([CH3:27])[CH3:26])=[O:29])=[CH:13][CH:14]=1. (7) The product is: [CH3:35][C:25]1[CH:30]=[CH:29][C:28]([S:31]([O:1][CH2:2][CH2:3][C:4]2[CH:5]=[CH:6][CH:7]=[C:8]([NH:10][C:11]([O:12][C:13]([CH3:14])([CH3:16])[CH3:15])=[O:17])[N:9]=2)(=[O:33])=[O:32])=[CH:27][CH:26]=1. Given the reactants [OH:1][CH2:2][CH2:3][C:4]1[N:9]=[C:8]([NH:10][C:11](=[O:17])[O:12][C:13]([CH3:16])([CH3:15])[CH3:14])[CH:7]=[CH:6][CH:5]=1.C(N(CC)CC)C.[C:25]1([CH3:35])[CH:30]=[CH:29][C:28]([S:31](Cl)(=[O:33])=[O:32])=[CH:27][CH:26]=1, predict the reaction product. (8) Given the reactants [Br:1][C:2]1[CH:7]=[CH:6][C:5]([C@@H:8]2[CH2:14][O:13][CH2:12][CH2:11][N:10]([C@@H](C3C=CC=CC=3)C)[CH2:9]2)=[CH:4][CH:3]=1.[Cl:23]C(OC(Cl)C)=O.CO, predict the reaction product. The product is: [ClH:23].[Br:1][C:2]1[CH:3]=[CH:4][C:5]([C@@H:8]2[CH2:14][O:13][CH2:12][CH2:11][NH:10][CH2:9]2)=[CH:6][CH:7]=1.